Dataset: NCI-60 drug combinations with 297,098 pairs across 59 cell lines. Task: Regression. Given two drug SMILES strings and cell line genomic features, predict the synergy score measuring deviation from expected non-interaction effect. (1) Drug 1: C1CC(=O)NC(=O)C1N2C(=O)C3=CC=CC=C3C2=O. Drug 2: CC1CCCC2(C(O2)CC(NC(=O)CC(C(C(=O)C(C1O)C)(C)C)O)C(=CC3=CSC(=N3)C)C)C. Cell line: SNB-75. Synergy scores: CSS=31.3, Synergy_ZIP=-2.38, Synergy_Bliss=-3.61, Synergy_Loewe=-45.9, Synergy_HSA=-4.38. (2) Drug 1: CCCCCOC(=O)NC1=NC(=O)N(C=C1F)C2C(C(C(O2)C)O)O. Drug 2: CC=C1C(=O)NC(C(=O)OC2CC(=O)NC(C(=O)NC(CSSCCC=C2)C(=O)N1)C(C)C)C(C)C. Cell line: SR. Synergy scores: CSS=48.9, Synergy_ZIP=2.89, Synergy_Bliss=2.61, Synergy_Loewe=-68.8, Synergy_HSA=-3.78. (3) Drug 1: CN1CCC(CC1)COC2=C(C=C3C(=C2)N=CN=C3NC4=C(C=C(C=C4)Br)F)OC. Drug 2: CC1CCC2CC(C(=CC=CC=CC(CC(C(=O)C(C(C(=CC(C(=O)CC(OC(=O)C3CCCCN3C(=O)C(=O)C1(O2)O)C(C)CC4CCC(C(C4)OC)O)C)C)O)OC)C)C)C)OC. Cell line: SK-MEL-28. Synergy scores: CSS=27.2, Synergy_ZIP=0.841, Synergy_Bliss=9.14, Synergy_Loewe=-1.65, Synergy_HSA=6.84. (4) Cell line: SN12C. Drug 1: C1=CC(=CC=C1C#N)C(C2=CC=C(C=C2)C#N)N3C=NC=N3. Synergy scores: CSS=-2.76, Synergy_ZIP=1.49, Synergy_Bliss=-1.69, Synergy_Loewe=-8.53, Synergy_HSA=-9.46. Drug 2: CCCCCOC(=O)NC1=NC(=O)N(C=C1F)C2C(C(C(O2)C)O)O.